Dataset: Full USPTO retrosynthesis dataset with 1.9M reactions from patents (1976-2016). Task: Predict the reactants needed to synthesize the given product. (1) Given the product [CH3:1][C:2]1([CH3:7])[CH2:5][O:6][B:11]([C:16]2[CH:17]=[CH:18][C:19]([C:22]3[C:23]([OH:28])=[CH:24][CH:25]=[CH:26][CH:27]=3)=[CH:20][CH:21]=2)[O:4][CH2:3]1, predict the reactants needed to synthesize it. The reactants are: [CH3:1][C:2]([CH3:7])([CH2:5][OH:6])[CH2:3][OH:4].CC1(C)C(C)(C)O[B:11]([C:16]2[CH:21]=[CH:20][C:19]([C:22]3[C:23]([OH:28])=[CH:24][CH:25]=[CH:26][CH:27]=3)=[CH:18][CH:17]=2)O1. (2) Given the product [CH3:1][O:2][C:3]1[CH:8]=[C:7]([C:9]2[CH:10]=[N:11][N:12]([CH3:14])[CH:13]=2)[CH:6]=[CH:5][C:4]=1[NH:15][C:16]1[N:29]=[CH:30][C:25]2[C:24]([CH3:35])=[CH:23][N:22]=[C:21]([NH:41][CH2:40][C:39]([CH3:43])([CH3:42])[CH3:38])[C:26]=2[N:27]=1, predict the reactants needed to synthesize it. The reactants are: [CH3:1][O:2][C:3]1[CH:8]=[C:7]([C:9]2[CH:10]=[N:11][N:12]([CH3:14])[CH:13]=2)[CH:6]=[CH:5][C:4]=1[NH:15][CH:16]=O.[H-].[Na+].Cl[C:21]1[C:26]2[N:27]=C(S(C)(=O)=O)[N:29]=[CH:30][C:25]=2[C:24]([CH3:35])=[CH:23][N:22]=1.[OH-].[Na+].[CH3:38][C:39]([CH3:43])([CH3:42])[CH2:40][NH2:41]. (3) Given the product [ClH:39].[NH2:8][C:9]1([C:12]2[NH:13][C:14]([C:22]3[C:31]([F:32])=[CH:30][CH:29]=[C:28]4[C:23]=3[N:24]=[C:25]([NH:34][C:35]([CH3:38])([CH3:37])[CH3:36])[C:26]([CH3:33])=[N:27]4)=[CH:15][C:16]=2[C:17]([OH:19])=[O:18])[CH2:10][CH2:11]1, predict the reactants needed to synthesize it. The reactants are: C(OC([NH:8][C:9]1([C:12]2[NH:13][C:14]([C:22]3[C:31]([F:32])=[CH:30][CH:29]=[C:28]4[C:23]=3[N:24]=[C:25]([NH:34][C:35]([CH3:38])([CH3:37])[CH3:36])[C:26]([CH3:33])=[N:27]4)=[CH:15][C:16]=2[C:17]([O:19]CC)=[O:18])[CH2:11][CH2:10]1)=O)(C)(C)C.[ClH:39]. (4) Given the product [CH2:15]([O:8][C:7]([C:4]1[CH:5]=[CH:6][N:1]=[N:2][CH:3]=1)=[O:9])[CH3:16], predict the reactants needed to synthesize it. The reactants are: [N:1]1[CH:6]=[CH:5][C:4]([C:7]([OH:9])=[O:8])=[CH:3][N:2]=1.OS(O)(=O)=O.[CH2:15](O)[CH3:16]. (5) Given the product [CH3:2][C:3]1[CH:9]=[CH:8][C:7]([N+:10]([O-:12])=[O:11])=[CH:6][C:4]=1[NH:5][C:13]([Cl:15])=[S:14], predict the reactants needed to synthesize it. The reactants are: O.[CH3:2][C:3]1[CH:9]=[CH:8][C:7]([N+:10]([O-:12])=[O:11])=[CH:6][C:4]=1[NH2:5].[C:13](Cl)([Cl:15])=[S:14]. (6) Given the product [N:1]12[CH2:8][CH2:7][CH:4]([CH2:5][CH2:6]1)[C@@H:3]([NH:9][C:10]([C:12]1[S:13][C:14]([C:24]3[CH:23]=[CH:22][CH:21]=[C:20]([CH:18]=[O:19])[CH:25]=3)=[CH:15][CH:16]=1)=[O:11])[CH2:2]2, predict the reactants needed to synthesize it. The reactants are: [N:1]12[CH2:8][CH2:7][CH:4]([CH2:5][CH2:6]1)[C@@H:3]([NH:9][C:10]([C:12]1[S:13][C:14](Br)=[CH:15][CH:16]=1)=[O:11])[CH2:2]2.[CH:18]([C:20]1[CH:21]=[C:22](B(O)O)[CH:23]=[CH:24][CH:25]=1)=[O:19].C(=O)([O-])[O-].[Na+].[Na+].C(O)C. (7) Given the product [Cl:1][C:2]1[N:7]=[C:6]([N:8]2[CH2:12][C@@H:11]([C:13]3[CH:18]=[CH:17][C:16]([F:19])=[CH:15][C:14]=3[F:20])[C@H:10]([C:21]([OH:23])=[O:22])[CH2:9]2)[CH:5]=[CH:4][CH:3]=1, predict the reactants needed to synthesize it. The reactants are: [Cl:1][C:2]1[N:7]=[C:6]([N:8]2[CH2:12][C@@H:11]([C:13]3[CH:18]=[CH:17][C:16]([F:19])=[CH:15][C:14]=3[F:20])[C@H:10]([C:21]([O:23]C)=[O:22])[CH2:9]2)[CH:5]=[CH:4][CH:3]=1.[Li+].[OH-].OS([O-])(=O)=O.[Na+]. (8) Given the product [C:1]1([C:7]2[O:11][N:10]=[C:9]([C:12]([OH:14])=[O:13])[C:8]=2[C:17]([F:19])([F:20])[F:18])[CH:2]=[CH:3][CH:4]=[CH:5][CH:6]=1, predict the reactants needed to synthesize it. The reactants are: [C:1]1([C:7]2[O:11][N:10]=[C:9]([C:12]([O:14]CC)=[O:13])[C:8]=2[C:17]([F:20])([F:19])[F:18])[CH:6]=[CH:5][CH:4]=[CH:3][CH:2]=1.O.[OH-].[Li+]. (9) Given the product [OH:19][C:17]1[CH:16]=[CH:15][C:13]2[N:14]=[C:10]([N:7]3[CH2:6][CH2:5][N:4]([CH:1]([CH3:3])[CH3:2])[CH2:9][CH2:8]3)[S:11][C:12]=2[C:18]=1[CH:32]=[O:33], predict the reactants needed to synthesize it. The reactants are: [CH:1]([N:4]1[CH2:9][CH2:8][N:7]([C:10]2[S:11][C:12]3[CH:18]=[C:17]([OH:19])[CH:16]=[CH:15][C:13]=3[N:14]=2)[CH2:6][CH2:5]1)([CH3:3])[CH3:2].C1N2CN3CN(C2)CN1C3.FC(F)(F)[C:32](O)=[O:33].C([O-])(O)=O.[Na+]. (10) Given the product [CH3:3][C@H:2]([C@@H:15]([OH:20])[CH2:16][CH2:17][CH2:18][CH3:19])[C:1]([N:5]1[C:9]2[CH:10]=[CH:11][CH:12]=[CH:13][C:8]=2[O:7][C:6]1=[O:14])=[O:4], predict the reactants needed to synthesize it. The reactants are: [C:1]([N:5]1[C:9]2[CH:10]=[CH:11][CH:12]=[CH:13][C:8]=2[O:7][C:6]1=[O:14])(=[O:4])[CH2:2][CH3:3].[CH:15](=[O:20])[CH2:16][CH2:17][CH2:18][CH3:19].